This data is from Forward reaction prediction with 1.9M reactions from USPTO patents (1976-2016). The task is: Predict the product of the given reaction. (1) Given the reactants C[Si](C)(C)N[Si](C)(C)C.C([Li])CCC.CCCCCC.[C:21](#[N:23])[CH3:22].[CH:24]([CH:27]1[C:38](=[O:39])[C:30]2=[C:31]3[CH2:37][CH2:36][O:35][C:32]3=[N:33][CH:34]=[C:29]2[CH2:28]1)([CH3:26])[CH3:25], predict the reaction product. The product is: [OH:39][C:38]1([CH2:22][C:21]#[N:23])[C:30]2=[C:31]3[CH2:37][CH2:36][O:35][C:32]3=[N:33][CH:34]=[C:29]2[CH2:28][CH:27]1[CH:24]([CH3:26])[CH3:25]. (2) Given the reactants [N+:1]([C:4]1[CH:5]=[C:6]([CH:14]=[CH:15][CH:16]=1)[CH2:7][S:8]([CH2:11][CH2:12][OH:13])(=[O:10])=[O:9])([O-])=O.C(=O)(O)[O-].[Na+], predict the reaction product. The product is: [NH2:1][C:4]1[CH:5]=[C:6]([CH:14]=[CH:15][CH:16]=1)[CH2:7][S:8]([CH2:11][CH2:12][OH:13])(=[O:10])=[O:9]. (3) The product is: [CH3:8][C:9]([C:4]1[CH:5]=[CH:6][C:1]([O:7][C:1]2[CH:6]=[CH:5][CH:4]=[CH:3][CH:2]=2)=[CH:2][CH:3]=1)=[O:10]. Given the reactants [C:1]1([OH:7])[CH:6]=[CH:5][CH:4]=[CH:3][CH:2]=1.[CH3:8][C:9](N(C)C)=[O:10], predict the reaction product. (4) Given the reactants [C:1](Cl)(=[O:8])[C:2]1[CH:7]=[CH:6][CH:5]=[CH:4][CH:3]=1.[CH3:10][C:11]1([CH3:45])[C@@H:41]([OH:42])[CH2:40][CH2:39][C@@:38]2([CH3:43])[C:12]1=[CH:13][CH2:14][C@@H:15]1[C@@H:37]2[CH2:36][CH2:35][C@@:34]2([CH3:44])[C@H:16]1[CH2:17][CH2:18][C@@H:19]2[C@@H:20]([CH2:22][O:23][Si:24]([CH:31]([CH3:33])[CH3:32])([CH:28]([CH3:30])[CH3:29])[CH:25]([CH3:27])[CH3:26])[CH3:21], predict the reaction product. The product is: [C:1]([O:42][C@H:41]1[CH2:40][CH2:39][C@@:38]2([CH3:43])[C:12](=[CH:13][CH2:14][C@@H:15]3[C@@H:37]2[CH2:36][CH2:35][C@@:34]2([CH3:44])[C@H:16]3[CH2:17][CH2:18][C@@H:19]2[C@@H:20]([CH2:22][O:23][Si:24]([CH:25]([CH3:26])[CH3:27])([CH:31]([CH3:33])[CH3:32])[CH:28]([CH3:30])[CH3:29])[CH3:21])[C:11]1([CH3:10])[CH3:45])(=[O:8])[C:2]1[CH:7]=[CH:6][CH:5]=[CH:4][CH:3]=1. (5) The product is: [ClH:65].[Br:1][C:2]1[C:11]([C:12]2[CH:17]=[CH:16][CH:15]=[CH:14][N:13]=2)=[CH:10][C:9]2[N:8]([CH2:18][C:19]([F:21])([F:22])[F:20])[C:7](=[O:23])[C:6]3[CH:24]=[N:25][NH:26][C:5]=3[C:4]=2[CH:3]=1. Given the reactants [Br:1][C:2]1[C:11]([C:12]2[CH:17]=[CH:16][CH:15]=[CH:14][N:13]=2)=[CH:10][C:9]2[N:8]([CH2:18][C:19]([F:22])([F:21])[F:20])[C:7](=[O:23])[C:6]3[CH:24]=[N:25][N:26](C4CCCCO4)[C:5]=3[C:4]=2[CH:3]=1.BrC1C(C2C=CC=CN=2)=CC2N(CC(F)(F)F)C(=O)C3CN(C4CCCCO4)NC=3C=2C=1.[ClH:65], predict the reaction product. (6) Given the reactants [CH:1]([C:3]1[C:13]([O:14][C:15]([F:18])([F:17])[F:16])=[CH:12][C:6]([C:7]([O:9][CH2:10][CH3:11])=[O:8])=[C:5]([N+:19]([O-])=O)[CH:4]=1)=[CH2:2].C(SC1C=CC(N)=CC=1C)C, predict the reaction product. The product is: [NH2:19][C:5]1[CH:4]=[C:3]([CH:1]=[CH2:2])[C:13]([O:14][C:15]([F:16])([F:17])[F:18])=[CH:12][C:6]=1[C:7]([O:9][CH2:10][CH3:11])=[O:8]. (7) Given the reactants CC([O-:5])(C)C.[K+].[CH3:7][CH:8]1[O:13][C:12]2[CH:14]=[CH:15][C:16]([CH:18]=O)=[CH:17][C:11]=2[NH:10][C:9]1=[O:20].[CH2:21]1[CH2:25][O:24][CH2:23][CH2:22]1, predict the reaction product. The product is: [CH3:7][CH:8]1[O:13][C:12]2[CH:14]=[CH:15][C:16](/[CH:18]=[CH:22]/[C:23]([O:24][CH2:25][CH3:21])=[O:5])=[CH:17][C:11]=2[NH:10][C:9]1=[O:20]. (8) Given the reactants CCCC[N+](CCCC)(CCCC)CCCC.[F-].C1(S([N:28]2[C:36]3[C:31](=[CH:32][CH:33]=[C:34]([N+:37]([O-:39])=[O:38])[CH:35]=3)[C:30]([C:40]3[CH:47]=[CH:46][C:43]([C:44]#[N:45])=[CH:42][CH:41]=3)=[CH:29]2)(=O)=O)C=CC=CC=1.C(=O)(O)[O-].[Na+], predict the reaction product. The product is: [N+:37]([C:34]1[CH:35]=[C:36]2[C:31]([C:30]([C:40]3[CH:41]=[CH:42][C:43]([C:44]#[N:45])=[CH:46][CH:47]=3)=[CH:29][NH:28]2)=[CH:32][CH:33]=1)([O-:39])=[O:38]. (9) Given the reactants Br[C:2]1[N:3]=[C:4]([CH:7]([O:20][Si:21]([C:24]([CH3:27])([CH3:26])[CH3:25])([CH3:23])[CH3:22])[CH2:8][CH2:9][CH2:10][CH2:11][CH2:12][CH2:13][C:14]2[CH:19]=[CH:18][CH:17]=[CH:16][CH:15]=2)[O:5][CH:6]=1.C([Sn](CCCC)(CCCC)[C:33]1[CH:38]=[CH:37][CH:36]=[CH:35][N:34]=1)CCC, predict the reaction product. The product is: [Si:21]([O:20][CH:7]([C:4]1[O:5][CH:6]=[C:2]([C:33]2[CH:38]=[CH:37][CH:36]=[CH:35][N:34]=2)[N:3]=1)[CH2:8][CH2:9][CH2:10][CH2:11][CH2:12][CH2:13][C:14]1[CH:19]=[CH:18][CH:17]=[CH:16][CH:15]=1)([C:24]([CH3:27])([CH3:26])[CH3:25])([CH3:23])[CH3:22]. (10) Given the reactants [NH:1]1[C:5]2=[N+:6]([O-])[CH:7]=[CH:8][CH:9]=[C:4]2[CH:3]=[CH:2]1.P(Cl)(Cl)([Cl:13])=O.C(=O)([O-])[O-].[K+].[K+].C(OCC)C, predict the reaction product. The product is: [Cl:13][C:9]1[CH:8]=[CH:7][N:6]=[C:5]2[NH:1][CH:2]=[CH:3][C:4]=12.